Dataset: Full USPTO retrosynthesis dataset with 1.9M reactions from patents (1976-2016). Task: Predict the reactants needed to synthesize the given product. (1) Given the product [NH2:1][C:2]1[N:7]=[C:6]([C:8]([N:13]([O:14][CH3:15])[CH3:12])=[O:10])[CH:5]=[CH:4][CH:3]=1, predict the reactants needed to synthesize it. The reactants are: [NH2:1][C:2]1[N:7]=[C:6]([C:8]([OH:10])=O)[CH:5]=[CH:4][CH:3]=1.Cl.[CH3:12][NH:13][O:14][CH3:15].ON1C2C=CC=CC=2N=N1.C(N(CC)C(C)C)(C)C. (2) Given the product [Cl:1][C:2]1[CH:3]=[N:4][C:5]([N:11]2[CH2:14][C:13]([C:16]3[CH:21]=[CH:20][C:19]([F:22])=[CH:18][CH:17]=3)([OH:15])[CH2:12]2)=[C:6]([CH:10]=1)[C:7]([NH:24][C:25]1([C:28]2[CH:37]=[CH:36][C:31]([C:32]([O:34][CH3:35])=[O:33])=[CH:30][CH:29]=2)[CH2:27][CH2:26]1)=[O:8], predict the reactants needed to synthesize it. The reactants are: [Cl:1][C:2]1[CH:3]=[N:4][C:5]([N:11]2[CH2:14][C:13]([C:16]3[CH:21]=[CH:20][C:19]([F:22])=[CH:18][CH:17]=3)([OH:15])[CH2:12]2)=[C:6]([CH:10]=1)[C:7](O)=[O:8].Cl.[NH2:24][C:25]1([C:28]2[CH:37]=[CH:36][C:31]([C:32]([O:34][CH3:35])=[O:33])=[CH:30][CH:29]=2)[CH2:27][CH2:26]1. (3) Given the product [F:21][C:22]([F:27])([F:26])[C:23]([OH:25])=[O:24].[CH3:19][C:9]1[N:8]([NH2:7])[CH:12]=[C:11]([C:13]2[CH:14]=[N:15][N:16]([CH3:18])[CH:17]=2)[N:10]=1, predict the reactants needed to synthesize it. The reactants are: C(OC(=O)[NH:7][N:8]1[CH:12]=[C:11]([C:13]2[CH:14]=[N:15][N:16]([CH3:18])[CH:17]=2)[N:10]=[C:9]1[CH3:19])(C)(C)C.[F:21][C:22]([F:27])([F:26])[C:23]([OH:25])=[O:24]. (4) Given the product [O:8]1[C:17]2[C:12](=[CH:13][CH:14]=[CH:15][CH:16]=2)[C@H:11]([N:18]2[CH:1]=[N:25][C:24]3[C:19]2=[N:20][C:21]([N:28]2[C:29]4[CH:34]=[C:33]([F:35])[CH:32]=[CH:31][C:30]=4[N:36]=[CH:37]2)=[N:22][CH:23]=3)[CH2:10][CH2:9]1, predict the reactants needed to synthesize it. The reactants are: [C:1](O)(C(F)(F)F)=O.[O:8]1[C:17]2[C:12](=[CH:13][CH:14]=[CH:15][CH:16]=2)[C@H:11]([NH:18][C:19]2[C:24]([N+:25]([O-])=O)=[CH:23][N:22]=[C:21]([NH:28][C:29]3[CH:34]=[C:33]([F:35])[CH:32]=[CH:31][C:30]=3[NH:36][C:37](=O)OC(C)(C)C)[N:20]=2)[CH2:10][CH2:9]1. (5) Given the product [NH2:1][C:4]1[NH:5][C:6]([C:10]([NH:12][CH2:13][C:14]2[CH:19]=[CH:18][C:17]([Cl:20])=[C:16]([O:21][C:22]3[CH:27]=[C:26]([C:28]#[N:29])[N:25]=[C:24]([Cl:30])[CH:23]=3)[C:15]=2[F:31])=[O:11])=[C:7]([Cl:9])[N:8]=1, predict the reactants needed to synthesize it. The reactants are: [N:1]([C:4]1[NH:5][C:6]([C:10]([NH:12][CH2:13][C:14]2[CH:19]=[CH:18][C:17]([Cl:20])=[C:16]([O:21][C:22]3[CH:27]=[C:26]([C:28]#[N:29])[N:25]=[C:24]([Cl:30])[CH:23]=3)[C:15]=2[F:31])=[O:11])=[C:7]([Cl:9])[N:8]=1)=[N+]=[N-]. (6) Given the product [O:1]1[C:5]([C:6]2[CH:11]=[CH:10][CH:9]=[CH:8][C:7]=2[O:12][CH:13]2[CH2:18][CH2:17][N:16]([S:19]([CH2:22][CH:23]([NH:30][OH:31])[C:24]3[CH:29]=[CH:28][CH:27]=[CH:26][CH:25]=3)(=[O:20])=[O:21])[CH2:15][CH2:14]2)=[CH:4][CH:3]=[N:2]1, predict the reactants needed to synthesize it. The reactants are: [O:1]1[C:5]([C:6]2[CH:11]=[CH:10][CH:9]=[CH:8][C:7]=2[O:12][CH:13]2[CH2:18][CH2:17][N:16]([S:19](/[CH:22]=[CH:23]/[C:24]3[CH:29]=[CH:28][CH:27]=[CH:26][CH:25]=3)(=[O:21])=[O:20])[CH2:15][CH2:14]2)=[CH:4][CH:3]=[N:2]1.[NH2:30][OH:31].CCOC(C)=O. (7) The reactants are: [CH:1]([C:3]1[CH:4]=[C:5]([CH:35]=[CH:36][CH:37]=1)[CH2:6][N:7]([C@@H:25]1[C:34]2[C:29](=[CH:30][CH:31]=[CH:32][CH:33]=2)[CH2:28][CH2:27][CH2:26]1)[C:8]([C:10]1[CH:15]=[C:14]([C:16]([OH:18])=[O:17])[C:13]([C:19]([OH:21])=[O:20])=[CH:12][C:11]=1[C:22]([OH:24])=[O:23])=[O:9])=O.[CH2:38]([O:45][NH2:46])[C:39]1[CH:44]=[CH:43][CH:42]=[CH:41][CH:40]=1. Given the product [CH2:38]([O:45][N:46]=[CH:1][C:3]1[CH:4]=[C:5]([CH:35]=[CH:36][CH:37]=1)[CH2:6][N:7]([C@@H:25]1[C:34]2[C:29](=[CH:30][CH:31]=[CH:32][CH:33]=2)[CH2:28][CH2:27][CH2:26]1)[C:8]([C:10]1[CH:15]=[C:14]([C:16]([OH:18])=[O:17])[C:13]([C:19]([OH:21])=[O:20])=[CH:12][C:11]=1[C:22]([OH:24])=[O:23])=[O:9])[C:39]1[CH:44]=[CH:43][CH:42]=[CH:41][CH:40]=1, predict the reactants needed to synthesize it. (8) Given the product [F:35][C:2]([F:1])([F:34])[O:3][C:4]1[CH:9]=[CH:8][C:7]([S:10]([N:13]2[C:19]3[CH:20]=[C:21]([C:40](=[O:43])[CH3:36])[CH:22]=[CH:23][C:18]=3[NH:17][C:16]3[N:26]=[C:27]([C:30]([F:31])([F:32])[F:33])[CH:28]=[CH:29][C:15]=3[CH2:14]2)(=[O:12])=[O:11])=[CH:6][CH:5]=1, predict the reactants needed to synthesize it. The reactants are: [F:1][C:2]([F:35])([F:34])[O:3][C:4]1[CH:9]=[CH:8][C:7]([S:10]([N:13]2[C:19]3[CH:20]=[C:21](C#N)[CH:22]=[CH:23][C:18]=3[NH:17][C:16]3[N:26]=[C:27]([C:30]([F:33])([F:32])[F:31])[CH:28]=[CH:29][C:15]=3[CH2:14]2)(=[O:12])=[O:11])=[CH:6][CH:5]=1.[CH3:36][Mg]Br.Cl.[C:40]([O-:43])(O)=O.[Na+]. (9) Given the product [NH2:1][C:2]1[CH:6]=[C:5]([C:7]2[CH:8]=[CH:9][C:10]([Cl:13])=[CH:11][CH:12]=2)[S:4][C:3]=1[C:14]([OH:16])=[O:15], predict the reactants needed to synthesize it. The reactants are: [NH2:1][C:2]1[CH:6]=[C:5]([C:7]2[CH:12]=[CH:11][C:10]([Cl:13])=[CH:9][CH:8]=2)[S:4][C:3]=1[C:14]([O:16]C)=[O:15].[OH-].[K+]. (10) Given the product [CH2:19]([O:10][C:4]1[CH:3]=[C:2]([Br:1])[CH:9]=[CH:8][C:5]=1[CH:6]=[O:7])[CH:18]=[CH2:17], predict the reactants needed to synthesize it. The reactants are: [Br:1][C:2]1[CH:3]=[C:4]([OH:10])[C:5](=[CH:8][CH:9]=1)[CH:6]=[O:7].C(=O)([O-])[O-].[K+].[K+].[CH2:17](Br)[CH:18]=[CH2:19].